This data is from Full USPTO retrosynthesis dataset with 1.9M reactions from patents (1976-2016). The task is: Predict the reactants needed to synthesize the given product. (1) Given the product [CH2:12]([O:14][C:15](=[O:16])[CH2:1][C:2]([C:4]1[CH:9]=[CH:8][C:7]([Cl:10])=[CH:6][C:5]=1[Cl:11])=[O:3])[CH3:13], predict the reactants needed to synthesize it. The reactants are: [CH3:1][C:2]([C:4]1[CH:9]=[CH:8][C:7]([Cl:10])=[CH:6][C:5]=1[Cl:11])=[O:3].[CH2:12]([O:14][C:15](=O)[O:16]CC)[CH3:13].[H-].[Na+]. (2) Given the product [CH3:27][N:15]([C:16]1[CH:17]=[CH:18][C:19]([O:22][C:23]([F:26])([F:24])[F:25])=[CH:20][CH:21]=1)[C:14]([C:11]1([OH:29])[CH2:12][CH2:13][N:8]([CH2:1][C:2]2[CH:3]=[CH:4][CH:5]=[CH:6][CH:7]=2)[CH2:9][CH2:10]1)=[O:28], predict the reactants needed to synthesize it. The reactants are: [CH2:1]([N:8]1[CH2:13][CH2:12][C:11]([O:29]C(=O)C)([C:14](=[O:28])[N:15]([CH3:27])[C:16]2[CH:21]=[CH:20][C:19]([O:22][C:23]([F:26])([F:25])[F:24])=[CH:18][CH:17]=2)[CH2:10][CH2:9]1)[C:2]1[CH:7]=[CH:6][CH:5]=[CH:4][CH:3]=1.[OH-].[K+].